This data is from NCI-60 drug combinations with 297,098 pairs across 59 cell lines. The task is: Regression. Given two drug SMILES strings and cell line genomic features, predict the synergy score measuring deviation from expected non-interaction effect. (1) Drug 2: C1CC(=O)NC(=O)C1N2C(=O)C3=CC=CC=C3C2=O. Cell line: UACC62. Synergy scores: CSS=6.24, Synergy_ZIP=-2.60, Synergy_Bliss=-1.76, Synergy_Loewe=-36.1, Synergy_HSA=-3.27. Drug 1: CCC1(CC2CC(C3=C(CCN(C2)C1)C4=CC=CC=C4N3)(C5=C(C=C6C(=C5)C78CCN9C7C(C=CC9)(C(C(C8N6C=O)(C(=O)OC)O)OC(=O)C)CC)OC)C(=O)OC)O.OS(=O)(=O)O. (2) Drug 1: CS(=O)(=O)C1=CC(=C(C=C1)C(=O)NC2=CC(=C(C=C2)Cl)C3=CC=CC=N3)Cl. Drug 2: CCCCCOC(=O)NC1=NC(=O)N(C=C1F)C2C(C(C(O2)C)O)O. Cell line: KM12. Synergy scores: CSS=10.2, Synergy_ZIP=-3.57, Synergy_Bliss=-5.98, Synergy_Loewe=-19.2, Synergy_HSA=-5.88. (3) Drug 1: CS(=O)(=O)CCNCC1=CC=C(O1)C2=CC3=C(C=C2)N=CN=C3NC4=CC(=C(C=C4)OCC5=CC(=CC=C5)F)Cl. Drug 2: C1CC(=O)NC(=O)C1N2C(=O)C3=CC=CC=C3C2=O. Cell line: LOX IMVI. Synergy scores: CSS=-8.62, Synergy_ZIP=2.95, Synergy_Bliss=1.81, Synergy_Loewe=-6.58, Synergy_HSA=-6.58. (4) Drug 1: CC1CCC2CC(C(=CC=CC=CC(CC(C(=O)C(C(C(=CC(C(=O)CC(OC(=O)C3CCCCN3C(=O)C(=O)C1(O2)O)C(C)CC4CCC(C(C4)OC)OCCO)C)C)O)OC)C)C)C)OC. Drug 2: N.N.Cl[Pt+2]Cl. Cell line: ACHN. Synergy scores: CSS=37.6, Synergy_ZIP=-2.65, Synergy_Bliss=1.47, Synergy_Loewe=0.360, Synergy_HSA=1.07. (5) Drug 1: CCC1(CC2CC(C3=C(CCN(C2)C1)C4=CC=CC=C4N3)(C5=C(C=C6C(=C5)C78CCN9C7C(C=CC9)(C(C(C8N6C=O)(C(=O)OC)O)OC(=O)C)CC)OC)C(=O)OC)O.OS(=O)(=O)O. Drug 2: CCCCCOC(=O)NC1=NC(=O)N(C=C1F)C2C(C(C(O2)C)O)O. Cell line: OVCAR3. Synergy scores: CSS=54.3, Synergy_ZIP=6.83, Synergy_Bliss=5.49, Synergy_Loewe=-41.9, Synergy_HSA=3.88. (6) Drug 1: CC1=C(C=C(C=C1)NC2=NC=CC(=N2)N(C)C3=CC4=NN(C(=C4C=C3)C)C)S(=O)(=O)N.Cl. Drug 2: C1=CC(=CC=C1CC(C(=O)O)N)N(CCCl)CCCl.Cl. Cell line: COLO 205. Synergy scores: CSS=23.3, Synergy_ZIP=5.57, Synergy_Bliss=4.05, Synergy_Loewe=-17.8, Synergy_HSA=-3.70. (7) Drug 1: C(=O)(N)NO. Cell line: NCI-H226. Synergy scores: CSS=-0.268, Synergy_ZIP=2.49, Synergy_Bliss=1.52, Synergy_Loewe=-0.758, Synergy_HSA=-1.28. Drug 2: CCC1(CC2CC(C3=C(CCN(C2)C1)C4=CC=CC=C4N3)(C5=C(C=C6C(=C5)C78CCN9C7C(C=CC9)(C(C(C8N6C)(C(=O)OC)O)OC(=O)C)CC)OC)C(=O)OC)O.OS(=O)(=O)O.